Dataset: Catalyst prediction with 721,799 reactions and 888 catalyst types from USPTO. Task: Predict which catalyst facilitates the given reaction. (1) Reactant: [Cl-].[CH:2]1[C:11]2[C:6](=[CH:7][CH:8]=[CH:9][CH:10]=2)[CH:5]=[CH:4][C:3]=1[C:12](=[O:15])[CH2:13][NH3+:14].[CH:16]1[C:25]2[C:20](=[CH:21][CH:22]=[CH:23][CH:24]=2)[CH:19]=[CH:18][C:17]=1[S:26](Cl)(=[O:28])=[O:27].CCN(CC)CC. Product: [CH:2]1[C:11]2[C:6](=[CH:7][CH:8]=[CH:9][CH:10]=2)[CH:5]=[CH:4][C:3]=1[C:12](=[O:15])[CH2:13][NH:14][S:26]([C:17]1[CH:18]=[CH:19][C:20]2[C:25](=[CH:24][CH:23]=[CH:22][CH:21]=2)[CH:16]=1)(=[O:28])=[O:27]. The catalyst class is: 3. (2) Reactant: [F:1][C:2]1[CH:7]=[C:6]([I:8])[CH:5]=[C:4]([F:9])[C:3]=1[C@@H:10]1[C:15]2[NH:16][C:17]3[C:22]([C:14]=2[CH2:13][C@@H:12]([CH3:23])[NH:11]1)=[CH:21][CH:20]=[CH:19][CH:18]=3.C(=O)(O)[O-].[Na+].[CH3:29][CH:30]([CH3:34])[C:31](Cl)=[O:32].C(N(C(C)C)CC)(C)C. Product: [F:9][C:4]1[CH:5]=[C:6]([I:8])[CH:7]=[C:2]([F:1])[C:3]=1[C@@H:10]1[C:15]2[NH:16][C:17]3[C:22]([C:14]=2[CH2:13][C@@H:12]([CH3:23])[N:11]1[C:31](=[O:32])[CH:30]([CH3:34])[CH3:29])=[CH:21][CH:20]=[CH:19][CH:18]=3. The catalyst class is: 22. (3) Reactant: Cl[C:2]1[C:11]2[C:6](=[CH:7][C:8]([O:14][CH3:15])=[C:9]([O:12][CH3:13])[CH:10]=2)[N:5]=[CH:4][CH:3]=1.[C:16]([O:25][CH2:26][CH2:27][CH3:28])(=[O:24])[C:17]1[C:18](=[CH:20][CH:21]=[CH:22][CH:23]=1)[OH:19]. Product: [CH3:13][O:12][C:9]1[CH:10]=[C:11]2[C:6](=[CH:7][C:8]=1[O:14][CH3:15])[N:5]=[CH:4][CH:3]=[C:2]2[O:19][C:18]1[CH:20]=[CH:21][CH:22]=[CH:23][C:17]=1[C:16]([O:25][CH2:26][CH2:27][CH3:28])=[O:24]. The catalyst class is: 420. (4) Reactant: [CH3:1][C:2]1[S:3][C:4]2[CH:10]=[CH:9][CH:8]=[CH:7][C:5]=2[N:6]=1.[Br:11][CH2:12][CH2:13][CH2:14][P:15](=[O:22])([O:19][CH2:20][CH3:21])[O:16][CH2:17][CH3:18]. Product: [Br-:11].[CH2:20]([O:19][P:15]([CH2:14][CH2:13][CH2:12][N+:6]1[C:5]2[CH:7]=[CH:8][CH:9]=[CH:10][C:4]=2[S:3][C:2]=1[CH3:1])([O:16][CH2:17][CH3:18])=[O:22])[CH3:21]. The catalyst class is: 13.